This data is from Catalyst prediction with 721,799 reactions and 888 catalyst types from USPTO. The task is: Predict which catalyst facilitates the given reaction. (1) Reactant: [CH2:1]([C:3]1[C:4]([C:14]([O:16]C)=[O:15])=[N:5][O:6][C:7]=1[C:8]1[CH:13]=[CH:12][CH:11]=[CH:10][CH:9]=1)[CH3:2].[OH-].[Na+].C(O)(=O)C. Product: [CH2:1]([C:3]1[C:4]([C:14]([OH:16])=[O:15])=[N:5][O:6][C:7]=1[C:8]1[CH:13]=[CH:12][CH:11]=[CH:10][CH:9]=1)[CH3:2]. The catalyst class is: 5. (2) Reactant: [OH:1][CH:2]([C:26]1[CH:31]=[CH:30][C:29]([C:32]([CH2:39][OH:40])([CH3:38])[C:33]([O:35]CC)=[O:34])=[CH:28][CH:27]=1)[CH2:3][CH2:4][CH2:5][N:6]1[CH2:11][CH2:10][CH:9]([C:12]([OH:25])([C:19]2[CH:24]=[CH:23][CH:22]=[CH:21][CH:20]=2)[C:13]2[CH:18]=[CH:17][CH:16]=[CH:15][CH:14]=2)[CH2:8][CH2:7]1.[OH-].[Na+].Cl. Product: [OH:1][CH:2]([C:26]1[CH:31]=[CH:30][C:29]([C:32]([CH2:39][OH:40])([CH3:38])[C:33]([OH:35])=[O:34])=[CH:28][CH:27]=1)[CH2:3][CH2:4][CH2:5][N:6]1[CH2:11][CH2:10][CH:9]([C:12]([OH:25])([C:13]2[CH:14]=[CH:15][CH:16]=[CH:17][CH:18]=2)[C:19]2[CH:24]=[CH:23][CH:22]=[CH:21][CH:20]=2)[CH2:8][CH2:7]1. The catalyst class is: 111. (3) Reactant: C[O:2][C:3]([C:5]1[CH:6]=[C:7]2[C:12](=[CH:13][CH:14]=1)[O:11][C:10]([C:15]1[N:20]=[CH:19][N:18]3[CH:21]=[CH:22][CH:23]=[C:17]3[CH:16]=1)=[CH:9][C:8]2=[N:24][O:25][C:26]([CH3:29])([CH3:28])[CH3:27])=O.CC(C[AlH]CC(C)C)C.Cl. Product: [C:26]([O:25][N:24]=[C:8]1[C:7]2[C:12](=[CH:13][CH:14]=[C:5]([CH2:3][OH:2])[CH:6]=2)[O:11][C:10]([C:15]2[N:20]=[CH:19][N:18]3[CH:21]=[CH:22][CH:23]=[C:17]3[CH:16]=2)=[CH:9]1)([CH3:29])([CH3:27])[CH3:28]. The catalyst class is: 410. (4) Reactant: CN1CCOCC1.CN(C(ON1N=NC2C=CC=NC1=2)=[N+](C)C)C.F[P-](F)(F)(F)(F)F.[C:32]([N:39]([CH2:41][C:42]([OH:44])=O)[CH3:40])([O:34][C:35]([CH3:38])([CH3:37])[CH3:36])=[O:33].[NH2:45][C:46]1[C:55]([NH2:56])=[CH:54][CH:53]=[CH:52][C:47]=1[C:48]([O:50][CH3:51])=[O:49]. Product: [NH2:45][C:46]1[C:55]([NH:56][C:42](=[O:44])[CH2:41][N:39]([C:32]([O:34][C:35]([CH3:36])([CH3:37])[CH3:38])=[O:33])[CH3:40])=[CH:54][CH:53]=[CH:52][C:47]=1[C:48]([O:50][CH3:51])=[O:49]. The catalyst class is: 18. (5) Product: [CH3:1][O:3][C:4]([C:5]1[C:24]([NH:19][C:30](=[O:32])[C:29]2[CH:33]=[CH:34][CH:35]=[C:27]([CH2:26][Cl:25])[CH:28]=2)=[CH:23][C:22]2[C:21](=[CH:20][CH:21]=[CH:22][CH:23]=2)[CH:20]=1)=[O:18]. The catalyst class is: 2. Reactant: [CH2:1]([O:3][C:4](=[O:18])[C:5]1C=C(N2CCCCC2)C=CC=1N)C.[N:19]1[CH:24]=[CH:23][CH:22]=[CH:21][CH:20]=1.[Cl:25][CH2:26][C:27]1[CH:28]=[C:29]([CH:33]=[CH:34][CH:35]=1)[C:30]([OH:32])=O. (6) Reactant: [CH3:1][N:2]([CH2:30][CH2:31][C:32]1[CH:37]=[CH:36][CH:35]=[CH:34][CH:33]=1)[C:3]([C:5]1[S:6][C:7]([CH2:10][N:11]2[CH2:15][C:14](=[O:16])[N:13](CC3C=CC(OC)=CC=3OC)[S:12]2(=[O:29])=[O:28])=[CH:8][CH:9]=1)=[O:4].C(O)(C(F)(F)F)=O. Product: [CH3:1][N:2]([CH2:30][CH2:31][C:32]1[CH:37]=[CH:36][CH:35]=[CH:34][CH:33]=1)[C:3]([C:5]1[S:6][C:7]([CH2:10][N:11]2[CH2:15][C:14](=[O:16])[NH:13][S:12]2(=[O:28])=[O:29])=[CH:8][CH:9]=1)=[O:4]. The catalyst class is: 2. (7) Reactant: F[C:2]1[CH:3]=[C:4]([CH3:11])[CH:5]=[CH:6][C:7]=1[N+:8]([O-:10])=[O:9].C(N(C(C)C)CC)(C)C.[NH2:21][CH:22]1[CH2:27][CH2:26][N:25]([C:28]([O:30][C:31]([CH3:34])([CH3:33])[CH3:32])=[O:29])[CH2:24][CH2:23]1. Product: [CH3:11][C:4]1[CH:5]=[CH:6][C:7]([N+:8]([O-:10])=[O:9])=[C:2]([NH:21][CH:22]2[CH2:23][CH2:24][N:25]([C:28]([O:30][C:31]([CH3:34])([CH3:33])[CH3:32])=[O:29])[CH2:26][CH2:27]2)[CH:3]=1. The catalyst class is: 9.